Dataset: Full USPTO retrosynthesis dataset with 1.9M reactions from patents (1976-2016). Task: Predict the reactants needed to synthesize the given product. (1) Given the product [CH2:18]([O:1][C:2]1[CH:10]=[CH:9][C:5]([C:6]([OH:8])=[O:7])=[CH:4][CH:3]=1)[CH3:19], predict the reactants needed to synthesize it. The reactants are: [OH:1][C:2]1[CH:10]=[CH:9][C:5]([C:6]([OH:8])=[O:7])=[CH:4][CH:3]=1.S(=O)(=O)(O)O.[OH-].[Na+].[CH2:18](O)[CH3:19]. (2) Given the product [C:11]1([C:14]2[C:15]3[C:20](=[CH:19][CH:18]=[CH:17][CH:16]=3)[C:21]([C:28]3[CH:29]=[CH:30][C:31]([C:55]4[CH:56]=[CH:57][C:52]([N:51]([C:58]5[CH:59]=[CH:60][CH:61]=[CH:62][CH:63]=5)[C:50]5[CH:64]=[CH:65][C:47]([C:44]6[CH:45]=[CH:46][C:41]([N:40]([C:68]7[CH:67]=[CH:70][CH:74]=[CH:72][CH:73]=7)[C:34]7[CH:39]=[CH:38][CH:37]=[CH:36][CH:35]=7)=[CH:42][CH:43]=6)=[CH:48][CH:49]=5)=[CH:53][CH:54]=4)=[CH:32][CH:33]=3)=[C:22]3[C:27]=2[CH:26]=[CH:25][CH:24]=[CH:23]3)[CH:12]=[CH:13][CH:8]=[CH:9][CH:10]=1, predict the reactants needed to synthesize it. The reactants are: BrC1C=CC([C:8]2[CH:13]=[CH:12][C:11]([C:14]3[C:15]4[C:20]([C:21]([C:28]5[CH:33]=[CH:32][CH:31]=[CH:30][CH:29]=5)=[C:22]5[C:27]=3[CH:26]=[CH:25][CH:24]=[CH:23]5)=[CH:19][CH:18]=[CH:17][CH:16]=4)=[CH:10][CH:9]=2)=CC=1.[C:34]1([NH:40][C:41]2[CH:46]=[CH:45][C:44]([C:47]3[CH:65]=[CH:64][C:50]([N:51]([C:58]4[CH:63]=[CH:62][CH:61]=[CH:60][CH:59]=4)[C:52]4[CH:57]=[CH:56][CH:55]=[CH:54][CH:53]=4)=[CH:49][CH:48]=3)=[CH:43][CH:42]=2)[CH:39]=[CH:38][CH:37]=[CH:36][CH:35]=1.C[C:67]([CH3:70])([O-])[CH3:68].[Na+].[C:72](P(C(C)(C)C)C(C)(C)C)(C)([CH3:74])[CH3:73]. (3) Given the product [Cl:27][C:24]1[CH:23]=[CH:22][C:21]([N:14]2[C:13](=[O:28])[C:12]3[C:17](=[C:8]4[CH:7]([CH3:29])[CH2:6][CH2:5][NH:4][C:9]4=[CH:10][CH:11]=3)[N:16]=[C:15]2[CH:18]([CH3:20])[CH3:19])=[CH:26][CH:25]=1, predict the reactants needed to synthesize it. The reactants are: C([N:4]1[C:9]2=[CH:10][CH:11]=[C:12]3[C:17]([N:16]=[C:15]([CH:18]([CH3:20])[CH3:19])[N:14]([C:21]4[CH:26]=[CH:25][C:24]([Cl:27])=[CH:23][CH:22]=4)[C:13]3=[O:28])=[C:8]2[CH:7]([CH3:29])[CH2:6][CH2:5]1)(=O)C.[OH-].[K+]. (4) Given the product [C:1]([C:5]1[CH:6]=[C:7]([P:17]([C:25]2[CH:30]=[C:29]([C:31]([CH3:34])([CH3:33])[CH3:32])[C:28]([O:35][CH3:36])=[C:27]([C:37]([CH3:40])([CH3:39])[CH3:38])[CH:26]=2)[C:18]2[CH:23]=[CH:22][CH:21]=[CH:20][C:19]=2[P:42]([O:46][CH2:47][CH3:48])[O:43][CH2:44][CH3:45])[CH:8]=[C:9]([C:13]([CH3:16])([CH3:15])[CH3:14])[C:10]=1[O:11][CH3:12])([CH3:4])([CH3:3])[CH3:2], predict the reactants needed to synthesize it. The reactants are: [C:1]([C:5]1[CH:6]=[C:7]([P:17]([C:25]2[CH:30]=[C:29]([C:31]([CH3:34])([CH3:33])[CH3:32])[C:28]([O:35][CH3:36])=[C:27]([C:37]([CH3:40])([CH3:39])[CH3:38])[CH:26]=2)[C:18]2[CH:23]=[CH:22][CH:21]=[CH:20][C:19]=2Br)[CH:8]=[C:9]([C:13]([CH3:16])([CH3:15])[CH3:14])[C:10]=1[O:11][CH3:12])([CH3:4])([CH3:3])[CH3:2].Cl[P:42]([O:46][CH2:47][CH3:48])[O:43][CH2:44][CH3:45].